This data is from Full USPTO retrosynthesis dataset with 1.9M reactions from patents (1976-2016). The task is: Predict the reactants needed to synthesize the given product. (1) Given the product [NH2:41][C:21](=[O:23])[C@@H:20]([N:25]1[CH2:28][C:27]2([CH2:32][CH2:31][CH2:30][N:29]2[C:33]([O:35][C:36]([CH3:38])([CH3:39])[CH3:37])=[O:34])[C:26]1=[O:40])[CH2:19][O:18][Si:1]([C:14]([CH3:16])([CH3:17])[CH3:15])([C:2]1[CH:3]=[CH:4][CH:5]=[CH:6][CH:7]=1)[C:8]1[CH:13]=[CH:12][CH:11]=[CH:10][CH:9]=1, predict the reactants needed to synthesize it. The reactants are: [Si:1]([O:18][CH2:19][C@H:20]([N:25]1[CH2:28][C:27]2([CH2:32][CH2:31][CH2:30][N:29]2[C:33]([O:35][C:36]([CH3:39])([CH3:38])[CH3:37])=[O:34])[C:26]1=[O:40])[C:21]([O:23]C)=O)([C:14]([CH3:17])([CH3:16])[CH3:15])([C:8]1[CH:13]=[CH:12][CH:11]=[CH:10][CH:9]=1)[C:2]1[CH:7]=[CH:6][CH:5]=[CH:4][CH:3]=1.[NH3:41]. (2) Given the product [C:1]([C:5]1[CH:13]=[CH:12][C:8]([C:9]([Cl:16])=[O:10])=[CH:7][CH:6]=1)([CH3:4])([CH3:3])[CH3:2], predict the reactants needed to synthesize it. The reactants are: [C:1]([C:5]1[CH:13]=[CH:12][C:8]([C:9](O)=[O:10])=[CH:7][CH:6]=1)([CH3:4])([CH3:3])[CH3:2].S(Cl)([Cl:16])=O. (3) Given the product [OH:1][CH:2]1[CH2:7][CH2:6][CH2:5][CH:4]([C:8]([O:10][CH3:15])=[O:9])[CH2:3]1, predict the reactants needed to synthesize it. The reactants are: [OH:1][CH:2]1[CH2:7][CH2:6][CH2:5][CH:4]([C:8]([OH:10])=[O:9])[CH2:3]1.S(Cl)(Cl)=O.[CH3:15]O. (4) Given the product [F:35][C:2]([F:1])([F:34])[C:3]1[CH:33]=[CH:32][C:6]([CH2:7][N:8]2[C:16]3[C:11](=[CH:12][CH:13]=[CH:14][C:15]=3[C:17]([NH:19][C:20]3([C:23]4[CH:24]=[CH:25][C:26]([C:27]([O-:29])=[O:28])=[CH:30][CH:31]=4)[CH2:21][CH2:22]3)=[O:18])[CH:10]=[CH:9]2)=[CH:5][CH:4]=1.[CH2:36]([NH2+:38][CH2:39][CH3:40])[CH3:37], predict the reactants needed to synthesize it. The reactants are: [F:1][C:2]([F:35])([F:34])[C:3]1[CH:33]=[CH:32][C:6]([CH2:7][N:8]2[C:16]3[C:11](=[CH:12][CH:13]=[CH:14][C:15]=3[C:17]([NH:19][C:20]3([C:23]4[CH:31]=[CH:30][C:26]([C:27]([OH:29])=[O:28])=[CH:25][CH:24]=4)[CH2:22][CH2:21]3)=[O:18])[CH:10]=[CH:9]2)=[CH:5][CH:4]=1.[CH2:36]([NH:38][CH2:39][CH3:40])[CH3:37].COC(C)(C)C. (5) Given the product [C:5]([O:9][C:10]([N:12]1[C@@H:17]([C@@H:18]([OH:36])[C@@H:19]([NH:35][C:1](=[O:3])[CH3:2])[CH2:20][C:21]2[CH:26]=[CH:25][CH:24]=[C:23]([O:27][CH2:28][C:29]3[CH:34]=[CH:33][CH:32]=[CH:31][CH:30]=3)[CH:22]=2)[CH2:16][O:15][C@@H:14]([O:37][CH2:38][C:39]2([CH3:44])[CH2:40][CH2:41][CH2:42][CH2:43]2)[CH2:13]1)=[O:11])([CH3:8])([CH3:6])[CH3:7], predict the reactants needed to synthesize it. The reactants are: [C:1](Cl)(=[O:3])[CH3:2].[C:5]([O:9][C:10]([N:12]1[C@@H:17]([CH:18]([OH:36])[CH:19]([NH2:35])[CH2:20][C:21]2[CH:26]=[CH:25][CH:24]=[C:23]([O:27][CH2:28][C:29]3[CH:34]=[CH:33][CH:32]=[CH:31][CH:30]=3)[CH:22]=2)[CH2:16][O:15][C@@H:14]([O:37][CH2:38][C:39]2([CH3:44])[CH2:43][CH2:42][CH2:41][CH2:40]2)[CH2:13]1)=[O:11])([CH3:8])([CH3:7])[CH3:6].C(N(CC)C(C)C)(C)C. (6) Given the product [Cl:15][C:13]1[CH:12]=[C:8]([CH:7]=[C:6]([NH:4][CH2:1][CH2:2][CH3:3])[N:14]=1)[C:9]([OH:11])=[O:10], predict the reactants needed to synthesize it. The reactants are: [CH2:1]([NH2:4])[CH2:2][CH3:3].Cl[C:6]1[CH:7]=[C:8]([CH:12]=[C:13]([Cl:15])[N:14]=1)[C:9]([OH:11])=[O:10].